The task is: Predict which catalyst facilitates the given reaction.. This data is from Catalyst prediction with 721,799 reactions and 888 catalyst types from USPTO. (1) Reactant: [C:1]([N:4]1[CH2:9][CH2:8][C@H:7]([NH:10][C:11](=[O:20])[O:12][CH2:13][C:14]2[CH:19]=[CH:18][CH:17]=[CH:16][CH:15]=2)[C@H:6]([O:21][CH2:22][CH3:23])[CH2:5]1)(=[O:3])[NH2:2].Br[CH:25]([CH3:35])[C:26](=O)[C:27]([O:29][CH2:30][CH2:31]CC)=[O:28].C(=O)(O)[O-].[Na+]. Product: [CH2:13]([O:12][C:11]([NH:10][C@H:7]1[CH2:8][CH2:9][N:4]([C:1]2[O:3][C:25]([CH3:35])=[C:26]([C:27]([O:29][CH2:30][CH3:31])=[O:28])[N:2]=2)[CH2:5][C@H:6]1[O:21][CH2:22][CH3:23])=[O:20])[C:14]1[CH:15]=[CH:16][CH:17]=[CH:18][CH:19]=1. The catalyst class is: 1. (2) Reactant: [Cl:1][C:2]1[N:3]=[C:4]([N:15]2[CH2:20][CH2:19][O:18][CH2:17][CH2:16]2)[C:5]2[S:10][C:9](S(C)(=O)=O)=[N:8][C:6]=2[N:7]=1.[CH3:21][N:22]1[CH2:27][CH2:26][CH:25]([NH:28][CH3:29])[CH2:24][CH2:23]1. Product: [Cl:1][C:2]1[N:3]=[C:4]([N:15]2[CH2:20][CH2:19][O:18][CH2:17][CH2:16]2)[C:5]2[S:10][C:9]([N:28]([CH3:29])[CH:25]3[CH2:26][CH2:27][N:22]([CH3:21])[CH2:23][CH2:24]3)=[N:8][C:6]=2[N:7]=1. The catalyst class is: 66.